This data is from Catalyst prediction with 721,799 reactions and 888 catalyst types from USPTO. The task is: Predict which catalyst facilitates the given reaction. Reactant: [CH3:1][O:2][C:3]([C@@H:5]1[CH2:14][C:13]2[C:8](=[CH:9][C:10]([OH:16])=[C:11]([NH2:15])[CH:12]=2)[CH2:7][N:6]1[C:17]([O:19][CH:20]([CH3:22])[CH3:21])=[O:18])=[O:4].O.C(=O)(O)[O-].[Na+].Cl[CH:30]([C:34]1[CH:39]=[CH:38][C:37]([O:40][CH2:41][C:42]2[CH:47]=[CH:46][C:45]([Cl:48])=[C:44]([Cl:49])[CH:43]=2)=[CH:36][CH:35]=1)[C:31](Cl)=[O:32]. Product: [CH3:1][O:2][C:3]([CH:5]1[CH2:14][C:13]2[CH:12]=[C:11]3[C:10]([O:16][C@@H:30]([C:34]4[CH:39]=[CH:38][C:37]([O:40][CH2:41][C:42]5[CH:47]=[CH:46][C:45]([Cl:48])=[C:44]([Cl:49])[CH:43]=5)=[CH:36][CH:35]=4)[C:31](=[O:32])[NH:15]3)=[CH:9][C:8]=2[CH2:7][N:6]1[C:17]([O:19][CH:20]([CH3:22])[CH3:21])=[O:18])=[O:4]. The catalyst class is: 25.